Dataset: Full USPTO retrosynthesis dataset with 1.9M reactions from patents (1976-2016). Task: Predict the reactants needed to synthesize the given product. (1) Given the product [CH3:1][O:2][C:3](=[O:14])[C:4]1[CH:9]=[CH:8][CH:7]=[C:6]([NH2:10])[C:5]=1[C:23]#[C:22][C:19]1[CH:20]=[CH:21][C:16]([Cl:15])=[CH:17][CH:18]=1, predict the reactants needed to synthesize it. The reactants are: [CH3:1][O:2][C:3](=[O:14])[C:4]1[CH:9]=[CH:8][CH:7]=[C:6]([N+:10]([O-])=O)[C:5]=1I.[Cl:15][C:16]1[CH:21]=[CH:20][C:19]([C:22]#[CH:23])=[CH:18][CH:17]=1.C(N(CC)CC)C. (2) Given the product [Cl:1][C:2]1[CH:7]=[C:6]([O:8][C:9]2[CH:14]=[CH:13][C:12]([Cl:15])=[CH:11][CH:10]=2)[CH:5]=[CH:4][C:3]=1[CH2:16][CH:17]=[O:18], predict the reactants needed to synthesize it. The reactants are: [Cl:1][C:2]1[CH:7]=[C:6]([O:8][C:9]2[CH:14]=[CH:13][C:12]([Cl:15])=[CH:11][CH:10]=2)[CH:5]=[CH:4][C:3]=1/[CH:16]=[CH:17]/[O:18]C. (3) Given the product [Cl:28][C:26]1[CH:25]=[CH:24][C:23]([F:29])=[C:22]([C:16]2[N:15]=[C:14]([NH:13][C:12]3[C:7]([C:6]([NH:5][CH2:4][CH2:3][CH2:2][NH:1][C:42]([NH:41][CH:38]([CH3:40])[CH3:39])=[O:43])=[O:30])=[CH:8][N:9]=[CH:10][CH:11]=3)[C:19]([O:20][CH3:21])=[CH:18][N:17]=2)[CH:27]=1, predict the reactants needed to synthesize it. The reactants are: [NH2:1][CH2:2][CH2:3][CH2:4][NH:5][C:6](=[O:30])[C:7]1[C:12]([NH:13][C:14]2[C:19]([O:20][CH3:21])=[CH:18][N:17]=[C:16]([C:22]3[CH:27]=[C:26]([Cl:28])[CH:25]=[CH:24][C:23]=3[F:29])[N:15]=2)=[CH:11][CH:10]=[N:9][CH:8]=1.C(N(CC)CC)C.[CH:38]([N:41]=[C:42]=[O:43])([CH3:40])[CH3:39]. (4) Given the product [C:1]([C:3]1[CH:8]=[CH:7][N:6]=[C:5]([C:9]([NH:11][C:12]2[CH:13]=[C:14]3[C:18](=[CH:19][CH:20]=2)[N:17]([CH3:21])[CH:16]=[C:15]3[CH:22]2[CH2:27][CH2:26][NH:25][CH2:24][CH2:23]2)=[O:10])[CH:4]=1)#[N:2], predict the reactants needed to synthesize it. The reactants are: [C:1]([C:3]1[CH:8]=[CH:7][N:6]=[C:5]([C:9]([NH:11][C:12]2[CH:13]=[C:14]3[C:18](=[CH:19][CH:20]=2)[N:17]([CH3:21])[CH:16]=[C:15]3[CH:22]2[CH2:27][CH2:26][N:25](C(OC(C)(C)C)=O)[CH2:24][CH2:23]2)=[O:10])[CH:4]=1)#[N:2].Cl.C([O-])(O)=O.[Na+]. (5) Given the product [Cl:56][C:55]1[CH:54]=[CH:53][C:52]([CH3:57])=[CH:51][C:50]=1[C:2]1[CH:20]=[CH:19][C:5]([CH2:6][N:7]2[CH2:12][CH2:11][O:10][CH:9]([C:13]3[CH:18]=[CH:17][CH:16]=[CH:15][CH:14]=3)[CH2:8]2)=[CH:4][CH:3]=1, predict the reactants needed to synthesize it. The reactants are: Br[C:2]1[CH:20]=[CH:19][C:5]([CH2:6][N:7]2[CH2:12][CH2:11][O:10][CH:9]([C:13]3[CH:18]=[CH:17][CH:16]=[CH:15][CH:14]=3)[CH2:8]2)=[CH:4][CH:3]=1.B1(B2OC(C)(C)C(C)(C)O2)OC(C)(C)C(C)(C)O1.C([O-])(=O)C.[K+].C(=O)(O)[O-].[Na+].Br[C:50]1[CH:51]=[C:52]([CH3:57])[CH:53]=[CH:54][C:55]=1[Cl:56]. (6) Given the product [Cl:16][C:17]1[CH:18]=[C:19]2[C:23](=[CH:24][CH:25]=1)[NH:22][C:21]([C:26]([NH:15][CH2:14][CH2:13][C:11]1[CH:10]=[CH:9][CH:8]=[C:7]([N:1]3[CH2:2][CH2:3][CH2:4][CH2:5][CH2:6]3)[N:12]=1)=[O:27])=[C:20]2[CH2:29][CH3:30], predict the reactants needed to synthesize it. The reactants are: [N:1]1([C:7]2[N:12]=[C:11]([CH2:13][CH2:14][NH2:15])[CH:10]=[CH:9][CH:8]=2)[CH2:6][CH2:5][CH2:4][CH2:3][CH2:2]1.[Cl:16][C:17]1[CH:18]=[C:19]2[C:23](=[CH:24][CH:25]=1)[NH:22][C:21]([C:26](O)=[O:27])=[C:20]2[CH2:29][CH3:30].C(N=C=NCCCN(C)C)C.N1(O)C2C=CC=CC=2N=N1.C(N(C(C)C)C(C)C)C. (7) Given the product [OH:1][CH2:2][C@H:3]([N:14]1[CH2:17][C:16]2([CH2:21][CH2:20][CH2:19][N:18]2[C:15](=[O:22])[CH:16]([CH3:21])[CH3:17])[C:15]1=[O:22])[C:4]([NH:6][CH2:7][C:8]1[N:13]=[CH:12][CH:11]=[CH:10][N:9]=1)=[O:5], predict the reactants needed to synthesize it. The reactants are: [OH:1][CH2:2][C@H:3]([N:14]1[CH2:17][C:16]2([CH2:21][CH2:20][CH2:19][NH:18]2)[C:15]1=[O:22])[C:4]([NH:6][CH2:7][C:8]1[N:13]=[CH:12][CH:11]=[CH:10][N:9]=1)=[O:5]. (8) Given the product [C:2]([C@@:18]([NH2:26])([CH2:17][CH2:16][CH2:15][N:14]([CH2:13][CH2:12][NH:11][C:9]([O:8][CH2:1][C:2]1[CH:7]=[CH:6][CH:59]=[CH:58][CH:3]=1)=[O:10])[CH2:41][CH2:42][NH:43][C:44]([O:46][CH2:47][C:48]1[CH:49]=[CH:50][CH:51]=[CH:52][CH:53]=1)=[O:45])[C:19]([OH:21])=[O:20])([CH3:7])([CH3:3])[CH3:1], predict the reactants needed to synthesize it. The reactants are: [CH2:1]([O:8][C:9]([NH:11][CH2:12][CH2:13][N:14]([CH2:41][CH2:42][NH:43][C:44]([O:46][CH2:47][C:48]1[CH:53]=[CH:52][CH:51]=[CH:50][CH:49]=1)=[O:45])[CH2:15][CH2:16][CH2:17][C@H:18]([N:26](C(OC(C)(C)C)=O)C(OC(C)(C)C)=O)[C:19]([O:21]C(C)(C)C)=[O:20])=[O:10])[C:2]1[CH:7]=[CH:6]C=C[CH:3]=1.Cl.C(O[CH2:58][CH3:59])C. (9) Given the product [CH:32]1([CH2:38][NH:39][C:16](=[O:18])[CH2:15][CH2:14][N:6]2[C:7]3[CH:8]=[CH:9][C:10]([CH3:13])=[CH:11][C:12]=3[C:4]3[CH2:3][N:2]([CH3:1])[CH2:20][CH2:19][C:5]2=3)[CH2:37][CH2:36][CH2:35][CH2:34][CH2:33]1, predict the reactants needed to synthesize it. The reactants are: [CH3:1][N:2]1[CH2:20][CH2:19][C:5]2[N:6]([CH2:14][CH2:15][C:16]([OH:18])=O)[C:7]3[CH:8]=[CH:9][C:10]([CH3:13])=[CH:11][C:12]=3[C:4]=2[CH2:3]1.CCN=C=NCCCN(C)C.[CH:32]1([CH2:38][NH2:39])[CH2:37][CH2:36][CH2:35][CH2:34][CH2:33]1.